From a dataset of Full USPTO retrosynthesis dataset with 1.9M reactions from patents (1976-2016). Predict the reactants needed to synthesize the given product. (1) Given the product [C:1]([N:5]([CH2:13][CH2:14][CH2:15][CH2:16][C:17]#[CH:18])[C:6](=[O:12])[C:7]([OH:9])=[O:8])([CH3:4])([CH3:3])[CH3:2], predict the reactants needed to synthesize it. The reactants are: [C:1]([N:5]([CH2:13][CH2:14][CH2:15][CH2:16][C:17]#[CH:18])[C:6](=[O:12])[C:7]([O:9]CC)=[O:8])([CH3:4])([CH3:3])[CH3:2].[OH-].[K+].Cl. (2) Given the product [Cl:8][C:9]1[CH:14]=[C:13]([C:15]([F:17])([F:18])[F:16])[CH:12]=[C:11]([O:19][CH2:2][O:3][CH3:4])[CH:10]=1, predict the reactants needed to synthesize it. The reactants are: Cl[CH2:2][O:3][CH3:4].CC#N.[Cl:8][C:9]1[CH:10]=[C:11]([OH:19])[CH:12]=[C:13]([C:15]([F:18])([F:17])[F:16])[CH:14]=1.C([O-])([O-])=O.[Cs+].[Cs+]. (3) Given the product [Cl:15][C:16]1[CH:24]=[C:23]([N:25]([CH2:30][CH2:31][O:32][CH3:33])[S:26]([CH3:29])(=[O:28])=[O:27])[CH:22]=[CH:21][C:17]=1[C:18]([NH:6][C:5]1[CH:7]=[CH:8][C:2]([Cl:1])=[C:3]([C:9]2[CH:14]=[CH:13][CH:12]=[CH:11][N:10]=2)[CH:4]=1)=[O:19], predict the reactants needed to synthesize it. The reactants are: [Cl:1][C:2]1[CH:8]=[CH:7][C:5]([NH2:6])=[CH:4][C:3]=1[C:9]1[CH:14]=[CH:13][CH:12]=[CH:11][N:10]=1.[Cl:15][C:16]1[CH:24]=[C:23]([N:25]([CH2:30][CH2:31][O:32][CH3:33])[S:26]([CH3:29])(=[O:28])=[O:27])[CH:22]=[CH:21][C:17]=1[C:18](O)=[O:19]. (4) Given the product [C:1]([O:5][C:6](=[O:7])[N:8]([C:9]1[CH:14]=[C:13]([CH2:15][C@H:16]2[C:19](=[O:20])[NH:18][C@@H:17]2[C:28](=[O:30])[NH2:40])[CH:12]=[CH:11][N:10]=1)[CH2:31][C:32]1[CH:37]=[CH:36][C:35]([O:38][CH3:39])=[CH:34][CH:33]=1)([CH3:4])([CH3:3])[CH3:2], predict the reactants needed to synthesize it. The reactants are: [C:1]([O:5][C:6]([N:8]([CH2:31][C:32]1[CH:37]=[CH:36][C:35]([O:38][CH3:39])=[CH:34][CH:33]=1)[C:9]1[CH:14]=[C:13]([CH2:15][C@H:16]2[C:19](=[O:20])[N:18]([Si](C(C)(C)C)(C)C)[C@@H:17]2[C:28]([OH:30])=O)[CH:12]=[CH:11][N:10]=1)=[O:7])([CH3:4])([CH3:3])[CH3:2].[N:40]1C=CC=CC=1.C(OC(OC(OC(C)(C)C)=O)=O)(C)(C)C.C(=O)(O)[O-].[NH4+].